This data is from PAMPA (Parallel Artificial Membrane Permeability Assay) permeability data from NCATS. The task is: Regression/Classification. Given a drug SMILES string, predict its absorption, distribution, metabolism, or excretion properties. Task type varies by dataset: regression for continuous measurements (e.g., permeability, clearance, half-life) or binary classification for categorical outcomes (e.g., BBB penetration, CYP inhibition). Dataset: pampa_ncats. The drug is C1=CC=C2C(=C1)C(=CC=N2)C3=NC4=CC=CC=C4C(=N3)NC5=CC(=C(C=C5)F)F. The result is 1 (high permeability).